From a dataset of Reaction yield outcomes from USPTO patents with 853,638 reactions. Predict the reaction yield, written as a fraction of the theoretical maximum amount of product (1.0 means a 100% yield; for example, 0.34 means a 34% yield). (1) The reactants are Cl[C:2]1[C:11]([C:12]#[N:13])=[C:10]([Cl:14])[C:9]2[C:4](=[CH:5][CH:6]=[CH:7][CH:8]=2)[N:3]=1.C([O-])(=[O:17])C.[NH4+]. The catalyst is C(O)(=O)C. The product is [Cl:14][C:10]1[C:9]2[C:4](=[CH:5][CH:6]=[CH:7][CH:8]=2)[NH:3][C:2](=[O:17])[C:11]=1[C:12]#[N:13]. The yield is 0.770. (2) The reactants are [ClH:1].[F:2][C:3]([F:35])([F:34])[C:4]1[CH:5]=[C:6]([C@H:14]([N:16]([CH3:33])[C:17]([C@H:19]2[CH2:24][CH2:23][NH:22][CH2:21][C@@H:20]2[C:25]2[CH:30]=[CH:29][C:28]([F:31])=[CH:27][C:26]=2[CH3:32])=[O:18])[CH3:15])[CH:7]=[C:8]([C:10]([F:13])([F:12])[F:11])[CH:9]=1.I[CH2:37][C:38]([NH2:40])=[O:39].CCN(CC)CC.O. The catalyst is CN(C=O)C. The product is [ClH:1].[NH2:40][C:38](=[O:39])[CH2:37][N:22]1[CH2:23][CH2:24][C@H:19]([C:17]([N:16]([C@@H:14]([C:6]2[CH:7]=[C:8]([C:10]([F:12])([F:13])[F:11])[CH:9]=[C:4]([C:3]([F:2])([F:34])[F:35])[CH:5]=2)[CH3:15])[CH3:33])=[O:18])[C@@H:20]([C:25]2[CH:30]=[CH:29][C:28]([F:31])=[CH:27][C:26]=2[CH3:32])[CH2:21]1. The yield is 0.920.